From a dataset of Reaction yield outcomes from USPTO patents with 853,638 reactions. Predict the reaction yield, written as a fraction of the theoretical maximum amount of product (1.0 means a 100% yield; for example, 0.34 means a 34% yield). (1) The reactants are [F:1][C:2]1[CH:3]=[C:4]2[C:9](=[CH:10][CH:11]=1)[N:8]=[C:7]([C:12]1[CH:17]=[CH:16][CH:15]=[CH:14][C:13]=1[OH:18])[N:6]=[C:5]2[N:19]1[CH2:24][CH2:23][NH:22][CH2:21][CH2:20]1.C(N(CC)CC)C.[OH:32][C@H:33]([CH2:37][C:38]([CH3:41])([CH3:40])[CH3:39])[C:34](O)=[O:35].CN(C(ON1N=NC2C=CC=NC1=2)=[N+](C)C)C.F[P-](F)(F)(F)(F)F. The catalyst is C(Cl)Cl. The product is [F:1][C:2]1[CH:3]=[C:4]2[C:9](=[CH:10][CH:11]=1)[N:8]=[C:7]([C:12]1[CH:17]=[CH:16][CH:15]=[CH:14][C:13]=1[OH:18])[N:6]=[C:5]2[N:19]1[CH2:20][CH2:21][N:22]([C:34](=[O:35])[C@H:33]([OH:32])[CH2:37][C:38]([CH3:41])([CH3:40])[CH3:39])[CH2:23][CH2:24]1. The yield is 0.860. (2) The reactants are [CH3:1][C:2]1[CH:11]=[CH:10][C:9]2[C:4](=[CH:5][CH:6]=[C:7]3[O:15][CH2:14][C@H:13]([CH2:16][OH:17])[O:12][C:8]3=2)[N:3]=1.[S:18](Cl)([C:21]1[CH:27]=[CH:26][C:24]([Br:25])=[CH:23][CH:22]=1)(=[O:20])=[O:19].C(N(CC)CC)C.O. The catalyst is C1(C)C=CC=CC=1.C(O)(C)C.CN(C1C=CC=CN=1)C. The product is [Br:25][C:24]1[CH:26]=[CH:27][C:21]([S:18]([O:17][CH2:16][C@@H:13]2[O:12][C:8]3=[C:9]4[C:4](=[CH:5][CH:6]=[C:7]3[O:15][CH2:14]2)[N:3]=[C:2]([CH3:1])[CH:11]=[CH:10]4)(=[O:20])=[O:19])=[CH:22][CH:23]=1. The yield is 0.769. (3) The reactants are [CH3:1][N:2]1[CH:6]=[C:5]([NH2:7])[N:4]=[CH:3]1.Br[C:9]1[C:10](=[O:17])[N:11]([CH3:16])[CH:12]=[C:13]([Br:15])[CH:14]=1.CC1(C)C2C(=C(P(C3C=CC=CC=3)C3C=CC=CC=3)C=CC=2)OC2C(P(C3C=CC=CC=3)C3C=CC=CC=3)=CC=CC1=2.C(=O)([O-])[O-].[Cs+].[Cs+]. The catalyst is C1C=CC(/C=C/C(/C=C/C2C=CC=CC=2)=O)=CC=1.C1C=CC(/C=C/C(/C=C/C2C=CC=CC=2)=O)=CC=1.C1C=CC(/C=C/C(/C=C/C2C=CC=CC=2)=O)=CC=1.[Pd].[Pd].O1CCOCC1. The product is [Br:15][C:13]1[CH:14]=[C:9]([NH:7][C:5]2[N:4]=[CH:3][N:2]([CH3:1])[CH:6]=2)[C:10](=[O:17])[N:11]([CH3:16])[CH:12]=1. The yield is 0.760. (4) The reactants are [NH2:1][C:2]1[NH:7][C:6](=[O:8])[C:5]([CH2:9][NH2:10])=[N:4][N:3]=1.C([O-])(O)=O.[Na+].O=C1CCC(=O)N1[O:23][C:24]([C@H:26]1[CH2:31][CH2:30][C@H:29]([C:32]([O:34][CH3:35])=[O:33])[CH2:28][CH2:27]1)=O.C1COCC1.CC#N. The catalyst is O. The product is [NH2:1][C:2]1[NH:7][C:6](=[O:8])[C:5]([CH2:9][NH:10][C:24]([C@H:26]2[CH2:27][CH2:28][C@H:29]([C:32]([O:34][CH3:35])=[O:33])[CH2:30][CH2:31]2)=[O:23])=[N:4][N:3]=1. The yield is 0.840.